This data is from Forward reaction prediction with 1.9M reactions from USPTO patents (1976-2016). The task is: Predict the product of the given reaction. (1) Given the reactants [Br:1][C:2]1[C:3]2[CH:10]=[CH:9][C:8]([C:11]#[N:12])=[CH:7][C:4]=2[S:5][CH:6]=1.FC(F)(F)C(OC(=O)C(F)(F)F)=O.[N+:26]([O-])([O-:28])=[O:27].[K+], predict the reaction product. The product is: [Br:1][C:2]1[C:3]2[CH:10]=[CH:9][C:8]([C:11]#[N:12])=[CH:7][C:4]=2[S:5][C:6]=1[N+:26]([O-:28])=[O:27]. (2) Given the reactants Br[CH2:2][C:3](=[O:13])[CH2:4][CH2:5][C:6]1[CH:11]=[CH:10][C:9]([Br:12])=[CH:8][CH:7]=1.[NH:14]1[CH:18]=[CH:17][N:16]=[CH:15]1, predict the reaction product. The product is: [Br:12][C:9]1[CH:10]=[CH:11][C:6]([CH2:5][CH2:4][C:3](=[O:13])[CH2:2][N:14]2[CH:18]=[CH:17][N:16]=[CH:15]2)=[CH:7][CH:8]=1.